The task is: Predict the product of the given reaction.. This data is from Forward reaction prediction with 1.9M reactions from USPTO patents (1976-2016). (1) Given the reactants [CH3:1][C@H:2]1[CH2:5][C@H:4]([OH:6])[CH2:3]1.[Cl:7][C:8]1[CH:9]=[C:10]([C:15]2[C:27]([O:28][CH3:29])=[CH:26][C:18]([C:19]([NH:21][S:22]([CH3:25])(=[O:24])=[O:23])=[O:20])=[C:17]([F:30])[CH:16]=2)[CH:11]=[N:12][C:13]=1F.C(=O)([O-])[O-].[Cs+].[Cs+], predict the reaction product. The product is: [Cl:7][C:8]1[CH:9]=[C:10]([C:15]2[C:27]([O:28][CH3:29])=[CH:26][C:18]([C:19]([NH:21][S:22]([CH3:25])(=[O:23])=[O:24])=[O:20])=[C:17]([F:30])[CH:16]=2)[CH:11]=[N:12][C:13]=1[O:6][C@H:4]1[CH2:5][C@H:2]([CH3:1])[CH2:3]1. (2) Given the reactants [Cl:1][C:2]1[C:7]([CH3:8])=[C:6](Cl)[N:5]=[CH:4][N:3]=1.C(=O)([O-])[O-].[Cs+].[Cs+].[C:16]1([CH3:22])C=CC=C[CH:17]=1, predict the reaction product. The product is: [Cl:1][C:2]1[C:7]([CH3:8])=[C:6]([CH:22]2[CH2:16][CH2:17]2)[N:5]=[CH:4][N:3]=1. (3) Given the reactants Cl[C:2]1[N:7]=[C:6]([C:8]([OH:10])=[O:9])[CH:5]=[CH:4][C:3]=1[C:11]#[N:12].[CH:13](N)(C)C.[F-].[K+].C[N:20]1[CH2:24][CH2:23][CH2:22]C1=O, predict the reaction product. The product is: [C:11]([C:3]1[CH:4]=[CH:5][C:6]([C:8]([OH:10])=[O:9])=[N:7][C:2]=1[NH:20][CH2:24][CH:23]([CH3:13])[CH3:22])#[N:12]. (4) Given the reactants [CH2:1]([O:5][CH2:6][CH2:7][O:8][C:9]1[CH:14]=[CH:13][C:12]([C:15]2[CH:20]=[CH:19][C:18]([N:21]3[CH2:26][CH2:25][CH:24]([CH3:27])[CH2:23][CH2:22]3)=[C:17](/[CH:28]=[C:29](\[CH3:33])/[C:30](O)=[O:31])[CH:16]=2)=[CH:11][CH:10]=1)[CH2:2][CH2:3][CH3:4].C(Cl)(=O)C(Cl)=O.CN(C=O)C.[CH2:45]([N:48]1[C:52]([CH2:53][S@@:54]([C:56]2[CH:62]=[CH:61][C:59]([NH2:60])=[CH:58][CH:57]=2)=[O:55])=[CH:51][N:50]=[CH:49]1)[CH2:46][CH3:47], predict the reaction product. The product is: [CH2:1]([O:5][CH2:6][CH2:7][O:8][C:9]1[CH:10]=[CH:11][C:12]([C:15]2[CH:20]=[CH:19][C:18]([N:21]3[CH2:26][CH2:25][CH:24]([CH3:27])[CH2:23][CH2:22]3)=[C:17](/[CH:28]=[C:29](\[CH3:33])/[C:30]([NH:60][C:59]3[CH:58]=[CH:57][C:56]([S@:54]([CH2:53][C:52]4[N:48]([CH2:45][CH2:46][CH3:47])[CH:49]=[N:50][CH:51]=4)=[O:55])=[CH:62][CH:61]=3)=[O:31])[CH:16]=2)=[CH:13][CH:14]=1)[CH2:2][CH2:3][CH3:4].